From a dataset of Forward reaction prediction with 1.9M reactions from USPTO patents (1976-2016). Predict the product of the given reaction. (1) The product is: [Br:1][C:2]1[C:3]([OH:22])=[CH:4][CH:5]=[C:6]2[C:11]=1[C:10]([C:12]#[N:13])=[CH:9][C:8]([C:14]1[CH:19]=[CH:18][C:17]([OH:20])=[CH:16][CH:15]=1)=[CH:7]2. Given the reactants [Br:1][C:2]1[C:3]([OH:22])=[CH:4][CH:5]=[C:6]2[C:11]=1[C:10]([C:12]#[N:13])=[CH:9][C:8]([C:14]1[CH:19]=[CH:18][C:17]([O:20]C)=[CH:16][CH:15]=1)=[CH:7]2.B(Br)(Br)Br, predict the reaction product. (2) Given the reactants [N:1]([C:3]1[C:4](=[O:20])[NH:5][C:6](=[O:19])[NH:7][C:8]=1[NH:9][CH:10]1[C:18]2[C:13](=[CH:14][CH:15]=[CH:16][CH:17]=2)[CH2:12][CH2:11]1)=O.O.S(S([O-])=O)([O-])=O.[Na+].[Na+], predict the reaction product. The product is: [NH2:1][C:3]1[C:4](=[O:20])[NH:5][C:6](=[O:19])[NH:7][C:8]=1[NH:9][CH:10]1[C:18]2[C:13](=[CH:14][CH:15]=[CH:16][CH:17]=2)[CH2:12][CH2:11]1. (3) Given the reactants [F:1][C:2]1[C:7]([NH2:8])=[CH:6][CH:5]=[C:4]([F:9])[C:3]=1[NH:10][C:11]1[C:16]([C:17]2[N:25]=[CH:24][N:23]=[C:22]3[C:18]=2[N:19]=[CH:20][N:21]3[CH:26]2[CH2:31][CH2:30][CH2:29][CH2:28][O:27]2)=[CH:15][CH:14]=[CH:13][N:12]=1.[F:32][C:33]([F:45])([F:44])[C:34]1[CH:35]=[C:36]([S:40](Cl)(=[O:42])=[O:41])[CH:37]=[CH:38][CH:39]=1.N1C=CC=CC=1, predict the reaction product. The product is: [F:1][C:2]1[C:3]([NH:10][C:11]2[C:16]([C:17]3[N:25]=[CH:24][N:23]=[C:22]4[C:18]=3[N:19]=[CH:20][N:21]4[CH:26]3[CH2:31][CH2:30][CH2:29][CH2:28][O:27]3)=[CH:15][CH:14]=[CH:13][N:12]=2)=[C:4]([F:9])[CH:5]=[CH:6][C:7]=1[NH:8][S:40]([C:36]1[CH:37]=[CH:38][CH:39]=[C:34]([C:33]([F:32])([F:44])[F:45])[CH:35]=1)(=[O:42])=[O:41]. (4) Given the reactants [Cl:1][C:2]1[CH:3]=[CH:4][C:5]([O:31][CH3:32])=[C:6]([NH:8][C:9](=[O:30])[CH2:10][N:11]2[C:19]3[CH2:18][CH2:17][N:16]([CH2:20][C:21](OCC)=[O:22])[CH2:15][C:14]=3[C:13]([C:26]([F:29])([F:28])[F:27])=[N:12]2)[CH:7]=1.[H-].[Al+3].[Li+].[H-].[H-].[H-].O.O.O.O.O.O.O.O.O.O.S([O-])([O-])(=O)=O.[Na+].[Na+], predict the reaction product. The product is: [Cl:1][C:2]1[CH:3]=[CH:4][C:5]([O:31][CH3:32])=[C:6]([NH:8][C:9](=[O:30])[CH2:10][N:11]2[C:19]3[CH2:18][CH2:17][N:16]([CH2:20][CH2:21][OH:22])[CH2:15][C:14]=3[C:13]([C:26]([F:29])([F:28])[F:27])=[N:12]2)[CH:7]=1. (5) Given the reactants [CH:1]([C:3]1N[N:6]([CH3:8])[CH:5]([C:9]([OH:11])=O)[C:4]=1[CH3:12])=[O:2].[CH3:13]N(C)CCCN=C=NCC.O.ON1C2C=CC=CC=2N=N1.C(N(CC)CC)C.[C:42]([NH:49][CH2:50][CH2:51][CH2:52][NH2:53])([O:44][C:45]([CH3:48])([CH3:47])[CH3:46])=[O:43].C(=O)(O)[O-].[Na+].[OH-].[Na+], predict the reaction product. The product is: [C:45]([O:44][C:42](=[O:43])[NH:49][CH2:50][CH2:51][CH2:52][NH:53][C:1]([C:3]1[C:4]([CH3:12])=[C:5]([CH:9]=[O:11])[NH:6][C:8]=1[CH3:13])=[O:2])([CH3:46])([CH3:47])[CH3:48]. (6) Given the reactants [CH3:1][O:2][CH:3]([O:7][CH3:8])[CH:4]=[N:5][CH3:6].C(O)([C:11]([F:14])([F:13])[F:12])=O.C[Si](C)(C)C(F)(F)F.C([O-])(O)=O.[Na+], predict the reaction product. The product is: [F:12][C:11]([F:14])([F:13])[CH:4]([NH:5][CH3:6])[CH:3]([O:7][CH3:8])[O:2][CH3:1]. (7) Given the reactants [Cl:1][C:2]1[C:3]2[CH:10]=[CH:9][N:8]([C@H:11]3[C@:15]([C:17]#[CH:18])([OH:16])[C@H:14]([O:19]C(=O)C4C=CC(C)=CC=4)[C@@H:13]([CH2:29][O:30]C(=O)C4C=CC(C)=CC=4)[O:12]3)[C:4]=2[N:5]=[CH:6][N:7]=1.C[O-].[Na+].Cl, predict the reaction product. The product is: [Cl:1][C:2]1[C:3]2[CH:10]=[CH:9][N:8]([C@H:11]3[C@:15]([C:17]#[CH:18])([OH:16])[C@H:14]([OH:19])[C@@H:13]([CH2:29][OH:30])[O:12]3)[C:4]=2[N:5]=[CH:6][N:7]=1. (8) Given the reactants P([O-])([O-])([O-])=O.[K+].[K+].[K+].Br[C:10]1[CH:11]=[C:12]([CH:15]=[O:16])[S:13][CH:14]=1.[CH3:17][O:18][C:19]1[CH:24]=[CH:23][C:22](B(O)O)=[CH:21][CH:20]=1, predict the reaction product. The product is: [CH3:17][O:18][C:19]1[CH:24]=[CH:23][C:22]([C:10]2[CH:11]=[C:12]([CH:15]=[O:16])[S:13][CH:14]=2)=[CH:21][CH:20]=1. (9) Given the reactants [N+:1]([C:4]1[C:13]2[C:8](=[CH:9][CH:10]=[CH:11][CH:12]=2)[C:7]([O:14][CH:15]2[CH2:20][CH2:19][NH:18][CH2:17][CH2:16]2)=[N:6][CH:5]=1)([O-:3])=[O:2].[F:21][C:22]1[CH:30]=[CH:29][CH:28]=[CH:27][C:23]=1[C:24](O)=[O:25].C1CCC(N=C=NC2CCCCC2)CC1.C1C=CC2N(O)N=NC=2C=1, predict the reaction product. The product is: [F:21][C:22]1[CH:30]=[CH:29][CH:28]=[CH:27][C:23]=1[C:24]([N:18]1[CH2:19][CH2:20][CH:15]([O:14][C:7]2[C:8]3[C:13](=[CH:12][CH:11]=[CH:10][CH:9]=3)[C:4]([N+:1]([O-:3])=[O:2])=[CH:5][N:6]=2)[CH2:16][CH2:17]1)=[O:25]. (10) Given the reactants [N:1]1[CH:6]=[CH:5][CH:4]=[C:3]([NH:7][C:8](=[O:13])[O:9][CH2:10][CH2:11][CH3:12])[CH:2]=1.C(O)(=O)C.[H][H].[OH-].[Na+], predict the reaction product. The product is: [NH:1]1[CH2:6][CH2:5][CH2:4][CH:3]([NH:7][C:8](=[O:13])[O:9][CH2:10][CH2:11][CH3:12])[CH2:2]1.